From a dataset of Forward reaction prediction with 1.9M reactions from USPTO patents (1976-2016). Predict the product of the given reaction. (1) Given the reactants [CH2:1]([O:3][C:4]([C:6]1[NH:15][C:9]2[N:10]=[CH:11][N:12]=[C:13]([Cl:14])[C:8]=2[CH:7]=1)=[O:5])[CH3:2].CN(C=O)C.[H-].[Na+].[CH3:23][Si:24]([CH2:27][CH2:28][O:29][CH2:30]Cl)([CH3:26])[CH3:25], predict the reaction product. The product is: [CH2:1]([O:3][C:4]([C:6]1[N:15]([CH2:30][O:29][CH2:28][CH2:27][Si:24]([CH3:26])([CH3:25])[CH3:23])[C:9]2[N:10]=[CH:11][N:12]=[C:13]([Cl:14])[C:8]=2[CH:7]=1)=[O:5])[CH3:2]. (2) Given the reactants [S:1]1[C:5]2[CH:6]=[CH:7][CH:8]=[CH:9][C:4]=2[N:3]=[C:2]1[C:10]1[C:11]([OH:23])=[N:12][C:13]([CH:17]2[CH2:22][CH2:21][NH:20][CH2:19][CH2:18]2)=[N:14][C:15]=1[Cl:16].C(N(CC)CC)C.Cl[C:32]([O:34][CH2:35][C:36]1[CH:41]=[CH:40][CH:39]=[CH:38][CH:37]=1)=[O:33], predict the reaction product. The product is: [S:1]1[C:5]2[CH:6]=[CH:7][CH:8]=[CH:9][C:4]=2[N:3]=[C:2]1[C:10]1[C:15]([Cl:16])=[N:14][C:13]([CH:17]2[CH2:18][CH2:19][N:20]([C:32]([O:34][CH2:35][C:36]3[CH:41]=[CH:40][CH:39]=[CH:38][CH:37]=3)=[O:33])[CH2:21][CH2:22]2)=[N:12][C:11]=1[OH:23].